Dataset: Retrosynthesis with 50K atom-mapped reactions and 10 reaction types from USPTO. Task: Predict the reactants needed to synthesize the given product. Given the product CN(C(=O)N(C)[C@@H]1CN(C(=O)[C@H]2CC[C@H](NC(=O)C(C)(C)O)CC2)C[C@H]1c1ccc(F)cc1)c1cc(C(F)(F)F)cc(C(F)(F)F)c1, predict the reactants needed to synthesize it. The reactants are: CC(C)(O)C(=O)O.CN(C(=O)N(C)[C@@H]1CN(C(=O)[C@H]2CC[C@H](N)CC2)C[C@H]1c1ccc(F)cc1)c1cc(C(F)(F)F)cc(C(F)(F)F)c1.